This data is from Catalyst prediction with 721,799 reactions and 888 catalyst types from USPTO. The task is: Predict which catalyst facilitates the given reaction. Reactant: C(O)(=O)[C@@H]([C@H](C(O)=O)O)O.[OH-].[Na+].[I-].[Na+].[CH3:15][O:16][C:17]([C:19]1[CH:20]=[C:21]2[C:25](=[CH:26][CH:27]=1)[NH:24][C:23]([CH3:28])=[CH:22]2)=[O:18].[Cl:29][C:30]1[C:39]2[C:34](=[CH:35][CH:36]=[CH:37][CH:38]=2)[CH:33]=[N:32][C:31]=1[CH2:40]Cl. Product: [Cl:29][C:30]1[C:39]2[C:34](=[CH:35][CH:36]=[CH:37][CH:38]=2)[CH:33]=[N:32][C:31]=1[CH2:40][C:22]1[C:21]2[C:25](=[CH:26][CH:27]=[C:19]([C:17]([O:16][CH3:15])=[O:18])[CH:20]=2)[NH:24][C:23]=1[CH3:28]. The catalyst class is: 38.